From a dataset of Forward reaction prediction with 1.9M reactions from USPTO patents (1976-2016). Predict the product of the given reaction. (1) Given the reactants [CH2:1]([O:8][C:9]([N:11]1[CH2:20][CH2:19][C:18]2[C:13](=[CH:14][CH:15]=[CH:16][CH:17]=2)[CH:12]1[C:21](O)=[O:22])=[O:10])[C:2]1[CH:7]=[CH:6][CH:5]=[CH:4][CH:3]=1.CCN=C=NCCCN(C)C.Cl.C1C=NC2N(O)N=NC=2C=1.C(N(CC)CC)C.[NH2:53][C:54]1[C:62]([NH2:63])=[CH:61][CH:60]=[CH:59][C:55]=1[C:56]([NH2:58])=[O:57], predict the reaction product. The product is: [NH2:53][C:54]1[C:55]([C:56](=[O:57])[NH2:58])=[CH:59][CH:60]=[CH:61][C:62]=1[NH:63][C:21]([CH:12]1[C:13]2[C:18](=[CH:17][CH:16]=[CH:15][CH:14]=2)[CH2:19][CH2:20][N:11]1[C:9]([O:8][CH2:1][C:2]1[CH:7]=[CH:6][CH:5]=[CH:4][CH:3]=1)=[O:10])=[O:22]. (2) Given the reactants Cl.[Cl:2][C:3]1[CH:4]=[CH:5][C:6]([O:15]C)=[C:7]([N:9]2[CH2:14][CH2:13][NH:12][CH2:11][CH2:10]2)[CH:8]=1, predict the reaction product. The product is: [Cl:2][C:3]1[CH:4]=[CH:5][C:6]([OH:15])=[C:7]([N:9]2[CH2:14][CH2:13][NH:12][CH2:11][CH2:10]2)[CH:8]=1. (3) Given the reactants CN(C)[CH2:3][CH2:4]CN=C=NCC.[N:12]1[CH:17]=[CH:16][CH:15]=[CH:14][C:13]=1[CH2:18][C:19]([N:21]1[C:29]2[C:24](=[CH:25][C:26]([NH:30][C:31]([C:33]3[CH:38]=[CH:37][CH:36]=[CH:35][C:34]=3[C:39]3[CH:44]=[CH:43][C:42](C(O)=O)=[CH:41][CH:40]=3)=[O:32])=[CH:27][CH:28]=2)[CH2:23][CH2:22]1)=[O:20].[CH3:48][NH:49][CH3:50].ON1C2C=CC=C[C:55]=2N=N1.[OH2:61], predict the reaction product. The product is: [CH2:48]([N:49]([CH2:3][CH3:4])[C:50]([C:42]1[CH:41]=[CH:40][C:39]([C:34]2[C:33]([C:31]([NH:30][C:26]3[CH:25]=[C:24]4[C:29](=[CH:28][CH:27]=3)[N:21]([C:19](=[O:20])[CH2:18][C:13]3[CH:14]=[CH:15][CH:16]=[CH:17][N:12]=3)[CH2:22][CH2:23]4)=[O:32])=[CH:38][CH:37]=[CH:36][CH:35]=2)=[CH:44][CH:43]=1)=[O:61])[CH3:55].